This data is from Catalyst prediction with 721,799 reactions and 888 catalyst types from USPTO. The task is: Predict which catalyst facilitates the given reaction. (1) Reactant: O.[C:2]([OH:6])(=[O:5])[CH:3]=[O:4].C(O[C:11](=[O:13])[CH3:12])(=O)C.[C:14]([OH:17])(=O)[CH3:15].S(Cl)([Cl:20])=O. Product: [C:14]([O:5][CH:2]([O:6][C:11](=[O:13])[CH3:12])[C:3]([Cl:20])=[O:4])(=[O:17])[CH3:15]. The catalyst class is: 11. (2) Reactant: [Cl:1][C:2]1[CH:3]=[C:4]2[C:9](=[CH:10][C:11]=1[C:12](O)=[O:13])[N:8]=[CH:7][N:6]=[C:5]2[NH:15][CH:16]([C:18]1[NH:22][C:21]2[CH:23]=[CH:24][C:25]([Cl:27])=[CH:26][C:20]=2[N:19]=1)[CH3:17].FC1C(OC(N(C)C)=[N+](C)C)=C(F)C(F)=C(F)C=1F.F[P-](F)(F)(F)(F)F.C(N(C(C)C)CC)(C)C.[CH2:63]([O:65][C:66]([C@H:68]1[CH2:72][CH2:71][CH2:70][NH:69]1)=[O:67])[CH3:64]. Product: [Cl:1][C:2]1[CH:3]=[C:4]2[C:9](=[CH:10][C:11]=1[C:12]([N:69]1[CH2:70][CH2:71][CH2:72][C@@H:68]1[C:66]([O:65][CH2:63][CH3:64])=[O:67])=[O:13])[N:8]=[CH:7][N:6]=[C:5]2[NH:15][CH:16]([C:18]1[NH:22][C:21]2[CH:23]=[CH:24][C:25]([Cl:27])=[CH:26][C:20]=2[N:19]=1)[CH3:17]. The catalyst class is: 16. (3) Reactant: [NH2:1][C:2]1[NH:6][N:5]=[C:4]([NH:7][C:8]2[CH:13]=[C:12]([Cl:14])[C:11]([N:15]3[CH2:28][C:17]4(C[N:19](C(OC(C)(C)C)=O)[CH2:18]4)[CH2:16]3)=[C:10]([Cl:29])[CH:9]=2)[N:3]=1.[C:30](O)(C(F)(F)F)=[O:31]. Product: [NH2:19][CH2:18][C:17]1([CH2:30][OH:31])[CH2:16][N:15]([C:11]2[C:12]([Cl:14])=[CH:13][C:8]([NH:7][C:4]3[NH:5][N:6]=[C:2]([NH2:1])[N:3]=3)=[CH:9][C:10]=2[Cl:29])[CH2:28]1. The catalyst class is: 4. (4) Reactant: [F:1][C:2]1[CH:26]=[C:25]([CH3:27])[CH:24]=[CH:23][C:3]=1[O:4][C:5]1[CH:6]=[CH:7][C:8]([N+:20]([O-])=O)=[C:9]([CH2:11][NH:12][C:13](=[O:19])[O:14][C:15]([CH3:18])([CH3:17])[CH3:16])[CH:10]=1.[Cl-].[NH4+].C(O)C. Product: [NH2:20][C:8]1[CH:7]=[CH:6][C:5]([O:4][C:3]2[CH:23]=[CH:24][C:25]([CH3:27])=[CH:26][C:2]=2[F:1])=[CH:10][C:9]=1[CH2:11][NH:12][C:13](=[O:19])[O:14][C:15]([CH3:17])([CH3:16])[CH3:18]. The catalyst class is: 150.